Dataset: Full USPTO retrosynthesis dataset with 1.9M reactions from patents (1976-2016). Task: Predict the reactants needed to synthesize the given product. (1) The reactants are: [CH:1]([O:4][C:5]([N:7]1[CH2:12][CH2:11][CH:10]([O:13][C:14]2[C:19]([O:20][CH3:21])=[C:18](Cl)[N:17]=[CH:16][N:15]=2)[CH2:9][CH2:8]1)=[O:6])([CH3:3])[CH3:2].[CH3:23][C:24]1[C:29]([NH2:30])=[CH:28][CH:27]=[C:26]([S:31]([CH3:34])(=[O:33])=[O:32])[N:25]=1.C(N1CCN2CCN(CC(C)C)P1N(CC(C)C)CC2)C(C)C.CC([O-])(C)C.[Na+]. Given the product [CH:1]([O:4][C:5]([N:7]1[CH2:12][CH2:11][CH:10]([O:13][C:14]2[C:19]([O:20][CH3:21])=[C:18]([NH:30][C:29]3[C:24]([CH3:23])=[N:25][C:26]([S:31]([CH3:34])(=[O:33])=[O:32])=[CH:27][CH:28]=3)[N:17]=[CH:16][N:15]=2)[CH2:9][CH2:8]1)=[O:6])([CH3:3])[CH3:2], predict the reactants needed to synthesize it. (2) The reactants are: [CH2:1]([N:8]1[CH2:13][CH2:12][CH:11]([CH2:14][O:15][C:16]2[CH:21]=[CH:20][C:19](Br)=[CH:18][N:17]=2)[CH2:10][CH2:9]1)[C:2]1[CH:7]=[CH:6][CH:5]=[CH:4][CH:3]=1.[CH3:23][S:24]([C:27]1[CH:32]=[CH:31][C:30](B(O)O)=[CH:29][CH:28]=1)(=[O:26])=[O:25].C(=O)([O-])[O-].[K+].[K+].O1CCOCC1. Given the product [CH2:1]([N:8]1[CH2:13][CH2:12][CH:11]([CH2:14][O:15][C:16]2[CH:21]=[CH:20][C:19]([C:30]3[CH:31]=[CH:32][C:27]([S:24]([CH3:23])(=[O:26])=[O:25])=[CH:28][CH:29]=3)=[CH:18][N:17]=2)[CH2:10][CH2:9]1)[C:2]1[CH:7]=[CH:6][CH:5]=[CH:4][CH:3]=1, predict the reactants needed to synthesize it. (3) Given the product [CH3:5][CH2:4][CH2:3][CH:2]([NH:1][C:11]([C:8]1[CH:9]=[C:10]2[C:5]([CH2:4][CH2:3][CH2:2][NH:1]2)=[CH:6][CH:7]=1)=[O:13])[CH2:28][CH2:25][CH3:27], predict the reactants needed to synthesize it. The reactants are: [NH:1]1[C:10]2[C:5](=[CH:6][CH:7]=[C:8]([C:11]([OH:13])=O)[CH:9]=2)[CH2:4][CH2:3][CH2:2]1.C(OC(O[C:25]([CH3:28])([CH3:27])C)=O)(OC(C)(C)C)=O.[OH-].[Na+]. (4) Given the product [CH3:23][O:24][C:25]1[CH:32]=[CH:31][C:28]([CH2:29][NH:30][C:7]2[CH:8]=[C:9]3[C:4](=[CH:5][CH:6]=2)[N:3]=[C:2]([NH:22][CH2:21][CH2:20][O:13][C:14]2[CH:19]=[CH:18][CH:17]=[CH:16][CH:15]=2)[CH:11]=[CH:10]3)=[CH:27][CH:26]=1, predict the reactants needed to synthesize it. The reactants are: Cl[C:2]1[CH:11]=[CH:10][C:9]2[C:4](=[CH:5][CH:6]=[C:7](Cl)[CH:8]=2)[N:3]=1.[O:13]([CH2:20][CH2:21][NH2:22])[C:14]1[CH:19]=[CH:18][CH:17]=[CH:16][CH:15]=1.[CH3:23][O:24][C:25]1[CH:32]=[CH:31][C:28]([CH2:29][NH2:30])=[CH:27][CH:26]=1. (5) Given the product [CH2:1]=[C:2]([C:4]1[CH:5]=[C:6]([C:10](=[N:13][OH:14])[CH3:11])[CH:7]=[N:8][CH:9]=1)[CH3:3], predict the reactants needed to synthesize it. The reactants are: [CH2:1]=[C:2]([C:4]1[CH:5]=[C:6]([C:10](=O)[CH3:11])[CH:7]=[N:8][CH:9]=1)[CH3:3].[NH2:13][OH:14].Cl. (6) The reactants are: [CH2:1]([NH:8][C:9]1[C:14]([C:15]([OH:17])=O)=[CH:13][N:12]=[C:11]([S:18](=[O:21])(=[O:20])[NH2:19])[C:10]=1[CH3:22])[C:2]1[CH:7]=[CH:6][CH:5]=[CH:4][CH:3]=1.[NH:23]1[CH2:28][CH2:27][C:26]2([C:32]3[CH:33]=[CH:34][CH:35]=[CH:36][C:31]=3[O:30][CH2:29]2)[CH2:25][CH2:24]1. Given the product [CH2:1]([NH:8][C:9]1[C:14]([C:15]([N:23]2[CH2:28][CH2:27][C:26]3([C:32]4[CH:33]=[CH:34][CH:35]=[CH:36][C:31]=4[O:30][CH2:29]3)[CH2:25][CH2:24]2)=[O:17])=[CH:13][N:12]=[C:11]([S:18]([NH2:19])(=[O:21])=[O:20])[C:10]=1[CH3:22])[C:2]1[CH:3]=[CH:4][CH:5]=[CH:6][CH:7]=1, predict the reactants needed to synthesize it. (7) Given the product [CH3:3][C:4]1([C:9]2[CH:14]=[C:13]([CH2:15][N:26]3[N:25]=[C:24]([N+:21]([O-:23])=[O:22])[CH:28]=[N:27]3)[CH:12]=[CH:11][N:10]=2)[O:5][CH2:6][CH2:7][O:8]1, predict the reactants needed to synthesize it. The reactants are: N#N.[CH3:3][C:4]1([C:9]2[CH:14]=[C:13]([CH2:15]OS(C)(=O)=O)[CH:12]=[CH:11][N:10]=2)[O:8][CH2:7][CH2:6][O:5]1.[N+:21]([C:24]1[CH:28]=[N:27][NH:26][N:25]=1)([O-:23])=[O:22].CCN(C(C)C)C(C)C. (8) Given the product [NH2:1][C:3]1[C:8]([C:9]#[N:10])=[CH:7][C:6]([C:11]2[CH:16]=[CH:15][N:14]=[CH:13][CH:12]=2)=[C:5]([C:17]2[O:18][CH:19]=[CH:20][CH:21]=2)[N:4]=1, predict the reactants needed to synthesize it. The reactants are: [NH3:1].Cl[C:3]1[C:8]([C:9]#[N:10])=[CH:7][C:6]([C:11]2[CH:16]=[CH:15][N:14]=[CH:13][CH:12]=2)=[C:5]([C:17]2[O:18][CH:19]=[CH:20][CH:21]=2)[N:4]=1.